Dataset: Full USPTO retrosynthesis dataset with 1.9M reactions from patents (1976-2016). Task: Predict the reactants needed to synthesize the given product. (1) Given the product [Cl:29][C:25]1[CH:26]=[CH:27][CH:28]=[C:23]([Cl:22])[C:24]=1[C:30]1[C:34]([CH2:35][O:1][C:2]2[CH:3]=[C:4]3[C:8](=[CH:9][CH:10]=2)[C:7](=[O:11])[N:6]([C:12]2[CH:13]=[C:14]([CH:19]=[CH:20][CH:21]=2)[C:15]([O:17][CH3:18])=[O:16])[CH2:5]3)=[C:33]([CH:37]([CH3:39])[CH3:38])[O:32][N:31]=1, predict the reactants needed to synthesize it. The reactants are: [OH:1][C:2]1[CH:3]=[C:4]2[C:8](=[CH:9][CH:10]=1)[C:7](=[O:11])[N:6]([C:12]1[CH:13]=[C:14]([CH:19]=[CH:20][CH:21]=1)[C:15]([O:17][CH3:18])=[O:16])[CH2:5]2.[Cl:22][C:23]1[CH:28]=[CH:27][CH:26]=[C:25]([Cl:29])[C:24]=1[C:30]1[C:34]([CH2:35]O)=[C:33]([CH:37]([CH3:39])[CH3:38])[O:32][N:31]=1.C1(P(C2C=CC=CC=2)C2C=CC=CC=2)C=CC=CC=1.N(C(OC(C)C)=O)=NC(OC(C)C)=O. (2) Given the product [C@@H:1]1([OH:11])[C:10]2[C:5](=[CH:6][CH:7]=[CH:8][CH:9]=2)[CH2:4][CH2:3][CH2:2]1, predict the reactants needed to synthesize it. The reactants are: [C:1]1(=[O:11])[C:10]2[C:5](=[CH:6][CH:7]=[CH:8][CH:9]=2)[CH:4]=[CH:3][CH2:2]1. (3) Given the product [N:29]1([C:35]2[CH:36]=[CH:37][C:38]([NH:41][C:14](=[O:16])[CH2:13][CH:12]=[O:11])=[CH:39][CH:40]=2)[CH2:30][CH2:31][O:32][CH2:33][CH2:34]1, predict the reactants needed to synthesize it. The reactants are: C1C=CC2N(O)N=NC=2C=1.[O:11]=[CH:12][CH2:13][C:14]([OH:16])=O.CCN=C=NCCCN(C)C.Cl.[N:29]1([C:35]2[CH:40]=[CH:39][C:38]([NH2:41])=[CH:37][CH:36]=2)[CH2:34][CH2:33][O:32][CH2:31][CH2:30]1. (4) Given the product [CH3:1][NH:2][C:3]1[CH:7]=[C:6]([C:8]2[CH:13]=[CH:12][N:11]=[CH:10][CH:9]=2)[S:5][C:4]=1[C:14]([NH2:21])=[O:16], predict the reactants needed to synthesize it. The reactants are: [CH3:1][NH:2][C:3]1[CH:7]=[C:6]([C:8]2[CH:13]=[CH:12][N:11]=[CH:10][CH:9]=2)[S:5][C:4]=1[C:14]([OH:16])=O.[Cl-].[NH4+].C([N:21](CC)CC)C.ON1C2C=CC=CC=2N=N1.Cl.C(N=C=NCCCN(C)C)C.C(=O)([O-])O.[Na+]. (5) Given the product [ClH:1].[ClH:1].[NH2:20][C@H:21]1[CH2:26][CH2:25][C@H:24]([NH:27][C:2]2[N:10]=[C:9]3[C:5]([N:6]=[CH:7][N:8]3[CH:11]([CH2:14][CH3:15])[CH2:12][CH3:13])=[C:4]([NH:16][CH2:17][CH2:18][CH3:19])[N:3]=2)[CH2:23][CH2:22]1, predict the reactants needed to synthesize it. The reactants are: [Cl:1][C:2]1[N:10]=[C:9]2[C:5]([N:6]=[CH:7][N:8]2[CH:11]([CH2:14][CH3:15])[CH2:12][CH3:13])=[C:4]([NH:16][CH2:17][CH2:18][CH3:19])[N:3]=1.[NH2:20][C@H:21]1[CH2:26][CH2:25][C@H:24]([NH2:27])[CH2:23][CH2:22]1. (6) Given the product [ClH:19].[ClH:19].[CH2:1]([N:3]1[CH2:8][CH2:7][C@@H:6]([NH2:9])[C@@H:5]([F:18])[CH2:4]1)[CH3:2], predict the reactants needed to synthesize it. The reactants are: [CH2:1]([N:3]1[CH2:8][CH2:7][C@@H:6]([NH:9]C(=O)C2C=CC=CC=2)[C@@H:5]([F:18])[CH2:4]1)[CH3:2].[ClH:19].